From a dataset of Full USPTO retrosynthesis dataset with 1.9M reactions from patents (1976-2016). Predict the reactants needed to synthesize the given product. (1) Given the product [C:25]([O:29][C:30](=[O:39])[NH:31][C@H:32]1[CH2:33][CH2:34][C@@H:35]([NH:38][C:22]([C:19]2[C:15]3[N:16]=[CH:17][N:18]=[C:13]([C:7]4[CH:8]=[CH:9][C:10]([F:12])=[CH:11][C:6]=4[O:5][CH2:4][CH:1]4[CH2:2][CH2:3]4)[C:14]=3[NH:21][CH:20]=2)=[O:24])[CH2:36][CH2:37]1)([CH3:28])([CH3:26])[CH3:27], predict the reactants needed to synthesize it. The reactants are: [CH:1]1([CH2:4][O:5][C:6]2[CH:11]=[C:10]([F:12])[CH:9]=[CH:8][C:7]=2[C:13]2[C:14]3[NH:21][CH:20]=[C:19]([C:22]([OH:24])=O)[C:15]=3[N:16]=[CH:17][N:18]=2)[CH2:3][CH2:2]1.[C:25]([O:29][C:30](=[O:39])[NH:31][C@H:32]1[CH2:37][CH2:36][C@@H:35]([NH2:38])[CH2:34][CH2:33]1)([CH3:28])([CH3:27])[CH3:26]. (2) The reactants are: [CH3:1][O:2][C:3]([C:5]1[CH:21]=[CH:20][C:8]([CH2:9][O:10][C:11]2[CH:19]=[CH:18][C:14]([C:15]([OH:17])=O)=[CH:13][CH:12]=2)=[CH:7][CH:6]=1)=[O:4].[C:22]([N:26]1[C:39]2[C:38](=[O:40])[CH2:37][C:31]3([CH2:36][CH2:35][NH:34][CH2:33][CH2:32]3)[CH2:30][C:29]=2[CH:28]=[N:27]1)([CH3:25])([CH3:24])[CH3:23].C(N(C(C)C)CC)(C)C.O.N1(O)C2C=CC=CC=2N=N1.C(N=C=NCCCN(C)C)C. Given the product [C:22]([N:26]1[C:39]2[C:38](=[O:40])[CH2:37][C:31]3([CH2:36][CH2:35][N:34]([C:15]([C:14]4[CH:13]=[CH:12][C:11]([O:10][CH2:9][C:8]5[CH:7]=[CH:6][C:5]([C:3]([O:2][CH3:1])=[O:4])=[CH:21][CH:20]=5)=[CH:19][CH:18]=4)=[O:17])[CH2:33][CH2:32]3)[CH2:30][C:29]=2[CH:28]=[N:27]1)([CH3:25])([CH3:23])[CH3:24], predict the reactants needed to synthesize it.